From a dataset of Forward reaction prediction with 1.9M reactions from USPTO patents (1976-2016). Predict the product of the given reaction. (1) Given the reactants Br[C:2]([CH3:31])([CH3:30])[C:3]([NH:5][C:6]1[C:15]2[C:10](=[CH:11][CH:12]=[C:13]([CH3:16])[CH:14]=2)[N:9]=[C:8]([N:17]2[CH2:23][C:22]3[CH:24]=[CH:25][CH:26]=[CH:27][C:21]=3[S:20](=[O:29])(=[O:28])[CH2:19][CH2:18]2)[CH:7]=1)=[O:4].C(N)C.[CH3:35][OH:36], predict the reaction product. The product is: [O:28]=[S:20]1(=[O:29])[C:21]2[CH:27]=[CH:26][CH:25]=[CH:24][C:22]=2[CH2:23][N:17]([C:8]2[CH:7]=[C:6]([NH:5][C:3](=[O:4])[C:2]([O:36][CH3:35])([CH3:31])[CH3:30])[C:15]3[C:10](=[CH:11][CH:12]=[C:13]([CH3:16])[CH:14]=3)[N:9]=2)[CH2:18][CH2:19]1. (2) Given the reactants [F:1][C:2]1[CH:3]=[C:4]([NH:19][C:20](=[O:22])[CH3:21])[CH:5]=[CH:6][C:7]=1[S:8][C:9]1[CH:14]=[CH:13][C:12]([CH3:15])=[CH:11][C:10]=1[N+:16]([O-])=O.[NH4+].[Cl-], predict the reaction product. The product is: [NH2:16][C:10]1[CH:11]=[C:12]([CH3:15])[CH:13]=[CH:14][C:9]=1[S:8][C:7]1[CH:6]=[CH:5][C:4]([NH:19][C:20](=[O:22])[CH3:21])=[CH:3][C:2]=1[F:1]. (3) Given the reactants C([NH:4][C@:5]1([C:22](NC(C)(C)C)=[O:23])[C@@H:9]([CH2:10][CH2:11][CH2:12][B:13]2[O:17]C(C)(C)C(C)(C)[O:14]2)[CH2:8][NH:7][CH2:6]1)(=O)C.C([NH:36][CH:37]1[CH2:41][CH2:40][CH2:39][C:38]1=O)(OC(C)(C)C)=O.S([O-])([O-])(=O)=[O:44].[Na+].[Na+].C(O)(=O)C.C(O[BH-](OC(=O)C)OC(=O)C)(=O)C.[Na+].C(=O)([O-])[O-].[Na+].[Na+], predict the reaction product. The product is: [NH2:4][C@:5]1([C:22]([OH:23])=[O:44])[C@@H:9]([CH2:10][CH2:11][CH2:12][B:13]([OH:14])[OH:17])[CH2:8][N:7]([CH:38]2[CH2:39][CH2:40][CH2:41][CH:37]2[NH2:36])[CH2:6]1. (4) Given the reactants [Cl:1][C:2]1[CH:3]=[C:4]([NH:9][C:10]([N:12]2[CH2:17][CH2:16][N:15]([CH2:18][C@@H:19]3[O:24][CH2:23][CH2:22][N:21](C(OC(C)(C)C)=O)[CH2:20]3)[CH2:14][CH2:13]2)=[O:11])[CH:5]=[CH:6][C:7]=1[Cl:8], predict the reaction product. The product is: [Cl:1][C:2]1[CH:3]=[C:4]([NH:9][C:10]([N:12]2[CH2:17][CH2:16][N:15]([CH2:18][C@@H:19]3[O:24][CH2:23][CH2:22][NH:21][CH2:20]3)[CH2:14][CH2:13]2)=[O:11])[CH:5]=[CH:6][C:7]=1[Cl:8]. (5) Given the reactants [F:1][C@H:2]1[CH2:6][NH:5][C@H:4]([C:7]([OH:9])=[O:8])[CH2:3]1.S(Cl)([Cl:12])=O.[CH3:14]O, predict the reaction product. The product is: [ClH:12].[F:1][CH:2]1[CH2:6][NH:5][CH:4]([C:7]([O:9][CH3:14])=[O:8])[CH2:3]1.